Dataset: Reaction yield outcomes from USPTO patents with 853,638 reactions. Task: Predict the reaction yield, written as a fraction of the theoretical maximum amount of product (1.0 means a 100% yield; for example, 0.34 means a 34% yield). The reactants are [CH2:1](OCC)C.C[Mg]Br.[C:9]([C:13]1[CH:18]=[CH:17][C:16]([C:19]2[S:20][CH:21]=[C:22]([CH:28]=[O:29])[C:23]=2[O:24][CH2:25][O:26][CH3:27])=[CH:15][CH:14]=1)([CH3:12])([CH3:11])[CH3:10].[Cl-].[NH4+]. The catalyst is C1COCC1. The product is [C:9]([C:13]1[CH:18]=[CH:17][C:16]([C:19]2[S:20][CH:21]=[C:22]([CH:28]([OH:29])[CH3:1])[C:23]=2[O:24][CH2:25][O:26][CH3:27])=[CH:15][CH:14]=1)([CH3:12])([CH3:10])[CH3:11]. The yield is 0.800.